This data is from NCI-60 drug combinations with 297,098 pairs across 59 cell lines. The task is: Regression. Given two drug SMILES strings and cell line genomic features, predict the synergy score measuring deviation from expected non-interaction effect. (1) Drug 1: CC(C)(C#N)C1=CC(=CC(=C1)CN2C=NC=N2)C(C)(C)C#N. Cell line: MDA-MB-231. Drug 2: C1=NC2=C(N=C(N=C2N1C3C(C(C(O3)CO)O)F)Cl)N. Synergy scores: CSS=20.7, Synergy_ZIP=0.791, Synergy_Bliss=2.14, Synergy_Loewe=-26.0, Synergy_HSA=-7.10. (2) Drug 1: C1=C(C(=O)NC(=O)N1)F. Drug 2: C(CN)CNCCSP(=O)(O)O. Cell line: SK-MEL-2. Synergy scores: CSS=26.0, Synergy_ZIP=1.11, Synergy_Bliss=3.17, Synergy_Loewe=-2.85, Synergy_HSA=2.34. (3) Drug 1: C1=NC2=C(N=C(N=C2N1C3C(C(C(O3)CO)O)O)F)N. Drug 2: C(=O)(N)NO. Cell line: RXF 393. Synergy scores: CSS=1.37, Synergy_ZIP=1.17, Synergy_Bliss=1.33, Synergy_Loewe=1.03, Synergy_HSA=0.271.